This data is from Reaction yield outcomes from USPTO patents with 853,638 reactions. The task is: Predict the reaction yield, written as a fraction of the theoretical maximum amount of product (1.0 means a 100% yield; for example, 0.34 means a 34% yield). (1) The reactants are Cl[CH2:2][C@H:3]([OH:18])[CH2:4][P:5]([C:10]([O:15][CH2:16][CH3:17])([O:12][CH2:13][CH3:14])[CH3:11])(=[O:9])[O:6][CH2:7][CH3:8].[NH3:19]. The catalyst is C(O)C. The product is [NH2:19][CH2:2][C@H:3]([OH:18])[CH2:4][P:5]([C:10]([O:15][CH2:16][CH3:17])([O:12][CH2:13][CH3:14])[CH3:11])(=[O:9])[O:6][CH2:7][CH3:8]. The yield is 0.260. (2) The reactants are [CH3:1][O:2][C:3]1[CH:8]=[CH:7][C:6]([C:9]2[N:10]=[C:11]3[CH:16]=[CH:15][C:14]([CH3:17])=[CH:13][N:12]3[CH:18]=2)=[CH:5][CH:4]=1.C1(C)C=CC=CC=1.[C:26]([O:30][CH2:31][CH3:32])(=[O:29])[CH:27]=[O:28].O.C1(C)C=CC(S(O)(=O)=O)=CC=1. The catalyst is C1(C)C=CC=CC=1. The product is [CH2:31]([O:30][C:26](=[O:29])[CH:27]([OH:28])[C:18]1[N:12]2[CH:13]=[C:14]([CH3:17])[CH:15]=[CH:16][C:11]2=[N:10][C:9]=1[C:6]1[CH:5]=[CH:4][C:3]([O:2][CH3:1])=[CH:8][CH:7]=1)[CH3:32]. The yield is 0.200. (3) The reactants are [F:1][C:2]([F:39])([F:38])[C:3]1[CH:4]=[C:5]([CH:31]=[C:32]([C:34]([F:37])([F:36])[F:35])[CH:33]=1)[CH2:6][N:7]([CH2:20][CH2:21][CH2:22][NH:23]C(OC(C)(C)C)=O)[C:8]([C:10]1[C:11]([Cl:19])=[N:12][C:13]([S:17][CH3:18])=[N:14][C:15]=1[Cl:16])=[O:9]. The catalyst is C(OCC)(=O)C.Cl. The product is [ClH:16].[F:38][C:2]([F:1])([F:39])[C:3]1[CH:4]=[C:5]([CH:31]=[C:32]([C:34]([F:37])([F:36])[F:35])[CH:33]=1)[CH2:6][N:7]([CH2:20][CH2:21][CH2:22][NH2:23])[C:8]([C:10]1[C:11]([Cl:19])=[N:12][C:13]([S:17][CH3:18])=[N:14][C:15]=1[Cl:16])=[O:9]. The yield is 1.00.